Predict which catalyst facilitates the given reaction. From a dataset of Catalyst prediction with 721,799 reactions and 888 catalyst types from USPTO. (1) Reactant: [N:1]1[CH:6]=[CH:5][C:4]([CH2:7][NH:8][C:9]([C:11]2[S:19][C:18]3[N:13]([C:14](=[O:22])[NH:15][C:16](=[O:21])[C:17]=3[CH3:20])[CH:12]=2)=[O:10])=[CH:3][CH:2]=1.C(=O)([O-])[O-].[Cs+].[Cs+].[C:29]([C:31]1[CH:38]=[CH:37][C:34]([CH2:35]Br)=[CH:33][CH:32]=1)#[N:30].[ClH:39]. Product: [ClH:39].[N:1]1[CH:6]=[CH:5][C:4]([CH2:7][NH:8][C:9]([C:11]2[S:19][C:18]3[N:13]([C:14](=[O:22])[N:15]([CH2:35][C:34]4[CH:37]=[CH:38][C:31]([C:29]#[N:30])=[CH:32][CH:33]=4)[C:16](=[O:21])[C:17]=3[CH3:20])[CH:12]=2)=[O:10])=[CH:3][CH:2]=1. The catalyst class is: 9. (2) Reactant: [Na+].[C:2]([C:5]1[CH:6]=[CH:7][C:8]([C:11]2[CH:19]=[CH:18][C:14]([C:15]([O-:17])=O)=[CH:13][CH:12]=2)=[N:9][CH:10]=1)(=[O:4])[CH3:3].CN1CCOCC1.ClC1N=C(OC)N=C(OC)N=1.[NH:38]1[CH2:42][CH2:41][CH2:40][C@H:39]1[CH2:43][N:44]1[CH2:48][CH2:47][CH2:46][CH2:45]1. Product: [N:44]1([CH2:43][C@@H:39]2[CH2:40][CH2:41][CH2:42][N:38]2[C:15]([C:14]2[CH:13]=[CH:12][C:11]([C:8]3[N:9]=[CH:10][C:5]([C:2](=[O:4])[CH3:3])=[CH:6][CH:7]=3)=[CH:19][CH:18]=2)=[O:17])[CH2:48][CH2:47][CH2:46][CH2:45]1. The catalyst class is: 4.